From a dataset of Catalyst prediction with 721,799 reactions and 888 catalyst types from USPTO. Predict which catalyst facilitates the given reaction. (1) Reactant: [CH3:1][C:2]([N:8]1[CH2:13][CH2:12][C:11](=O)[CH2:10][CH2:9]1)([CH3:7])[C:3]([O:5][CH3:6])=[O:4].Cl.[F:16][C:17]([F:34])([F:33])[O:18][C:19]1[CH:24]=[CH:23][C:22]([C:25]2[CH:30]=[CH:29][C:28]([CH2:31][NH2:32])=[CH:27][CH:26]=2)=[CH:21][CH:20]=1.C(O)(=O)C.C(O[BH-](OC(=O)C)OC(=O)C)(=O)C.[Na+].C(=O)([O-])[O-].[Na+].[Na+]. Product: [CH3:1][C:2]([N:8]1[CH2:13][CH2:12][CH:11]([NH:32][CH2:31][C:28]2[CH:29]=[CH:30][C:25]([C:22]3[CH:23]=[CH:24][C:19]([O:18][C:17]([F:16])([F:33])[F:34])=[CH:20][CH:21]=3)=[CH:26][CH:27]=2)[CH2:10][CH2:9]1)([CH3:7])[C:3]([O:5][CH3:6])=[O:4]. The catalyst class is: 26. (2) Reactant: [CH3:1][N:2]([C:7](=[O:16])[C:8]#[C:9][C:10]1[CH:15]=[CH:14][CH:13]=[CH:12][CH:11]=1)[CH2:3][C:4]([OH:6])=O.CCN(CC)CC.C(Cl)(C(C)(C)C)=[O:25].[CH2:31]([C@H:38]1[CH2:42][O:41][C:40](=O)[NH:39]1)[C:32]1[CH:37]=[CH:36][CH:35]=[CH:34][CH:33]=1.[Li]CCCC.[NH4+].[Cl-]. Product: [O:25]=[C:33]1[CH:34]=[CH:35][CH:36]=[CH:37][CH:32]1[CH2:31][C@H:38]1[CH2:42][O:41][CH2:40][N:39]1[C:4](=[O:6])[CH2:3][N:2]([CH3:1])[C:7](=[O:16])[C:8]#[C:9][C:10]1[CH:15]=[CH:14][CH:13]=[CH:12][CH:11]=1. The catalyst class is: 1.